From a dataset of Forward reaction prediction with 1.9M reactions from USPTO patents (1976-2016). Predict the product of the given reaction. (1) Given the reactants C([C:3]1[CH:11]=[CH:10][C:6]([C:7](O)=[O:8])=[C:5]([CH3:12])[C:4]=1[Br:13])C.CO.Cl, predict the reaction product. The product is: [Br:13][C:4]1[C:5]([CH3:12])=[C:6]([CH2:7][OH:8])[CH:10]=[CH:11][CH:3]=1. (2) Given the reactants [F:1][C:2]1[CH:9]=[CH:8][CH:7]=[C:6]([OH:10])[C:3]=1[CH:4]=[O:5].[CH3:11][O:12][CH2:13]Cl.C(=O)([O-])[O-].[K+].[K+].O, predict the reaction product. The product is: [F:1][C:2]1[CH:9]=[CH:8][CH:7]=[C:6]([O:10][CH2:11][O:12][CH3:13])[C:3]=1[CH:4]=[O:5]. (3) Given the reactants [F:1][C:2]1[C:7]([F:8])=[CH:6][CH:5]=[CH:4][C:3]=1[CH2:9][CH2:10][C:11]1[CH:16]=[C:15]([OH:17])[N:14]2[N:18]=[C:19]([CH:21]=[N:22]O)[CH:20]=[C:13]2[N:12]=1.C([O-])(=O)C.[Na+], predict the reaction product. The product is: [F:1][C:2]1[C:7]([F:8])=[CH:6][CH:5]=[CH:4][C:3]=1[CH2:9][CH2:10][C:11]1[CH:16]=[C:15]([OH:17])[N:14]2[N:18]=[C:19]([C:21]#[N:22])[CH:20]=[C:13]2[N:12]=1.